This data is from Catalyst prediction with 721,799 reactions and 888 catalyst types from USPTO. The task is: Predict which catalyst facilitates the given reaction. Reactant: CC(OI1(OC(C)=O)(OC(C)=O)OC(=O)C2C=CC=CC1=2)=O.[CH:23]1([CH:29]([OH:36])[C:30]#[C:31][C:32]([O:34][CH3:35])=[O:33])[CH2:28][CH2:27][CH2:26][CH2:25][CH2:24]1.[O-]S([O-])(=S)=O.[Na+].[Na+].C([O-])(O)=O.[Na+]. The catalyst class is: 2. Product: [CH:23]1([C:29](=[O:36])[C:30]#[C:31][C:32]([O:34][CH3:35])=[O:33])[CH2:28][CH2:27][CH2:26][CH2:25][CH2:24]1.